This data is from Reaction yield outcomes from USPTO patents with 853,638 reactions. The task is: Predict the reaction yield, written as a fraction of the theoretical maximum amount of product (1.0 means a 100% yield; for example, 0.34 means a 34% yield). (1) The reactants are [Br:1][C:2]1[CH:10]=[CH:9][C:5]([CH2:6][CH2:7][NH2:8])=[CH:4][CH:3]=1.[C:11](O[C:11]([O:13][C:14]([CH3:17])([CH3:16])[CH3:15])=[O:12])([O:13][C:14]([CH3:17])([CH3:16])[CH3:15])=[O:12]. The catalyst is C1COCC1. The product is [C:14]([O:13][C:11](=[O:12])[NH:8][CH2:7][CH2:6][C:5]1[CH:9]=[CH:10][C:2]([Br:1])=[CH:3][CH:4]=1)([CH3:17])([CH3:16])[CH3:15]. The yield is 0.990. (2) The reactants are Cl.Cl.[NH2:3][CH2:4][CH2:5][CH2:6][CH2:7][C:8]1[CH:23]=[CH:22][C:11]([O:12][CH2:13][C:14]([NH:16][C:17]2[NH:18][CH:19]=[CH:20][N:21]=2)=[O:15])=[CH:10][CH:9]=1.C(N(C(C)C)CC)(C)C.I.[NH2:34][C:35]1[C:36]([C:43]([NH:45][C:46](=[NH:49])SC)=[O:44])=[N:37][C:38]([Cl:42])=[C:39]([NH2:41])[N:40]=1. The catalyst is C(O)C.CO. The product is [NH2:34][C:35]1[C:36]([C:43]([NH:45][C:46](=[NH:49])[NH:3][CH2:4][CH2:5][CH2:6][CH2:7][C:8]2[CH:23]=[CH:22][C:11]([O:12][CH2:13][C:14]([NH:16][C:17]3[NH:21][CH:20]=[CH:19][N:18]=3)=[O:15])=[CH:10][CH:9]=2)=[O:44])=[N:37][C:38]([Cl:42])=[C:39]([NH2:41])[N:40]=1. The yield is 0.290.